From a dataset of Reaction yield outcomes from USPTO patents with 853,638 reactions. Predict the reaction yield, written as a fraction of the theoretical maximum amount of product (1.0 means a 100% yield; for example, 0.34 means a 34% yield). The reactants are [CH:1]([S:3]([N:6]1[CH2:11][CH2:10][CH:9]([NH:12][C:13]([C:15]2[C:19]([NH:20][C:21](=[O:30])[C:22]3[C:27]([Cl:28])=[CH:26][CH:25]=[CH:24][C:23]=3[Cl:29])=[CH:18][NH:17][N:16]=2)=[O:14])[CH2:8][CH2:7]1)(=[O:5])=[O:4])=[CH2:2].B.CSC.[OH:35]O.[OH-].[Na+]. The catalyst is C1COCC1. The product is [OH:35][CH2:2][CH2:1][S:3]([N:6]1[CH2:11][CH2:10][CH:9]([NH:12][C:13]([C:15]2[C:19]([NH:20][C:21](=[O:30])[C:22]3[C:27]([Cl:28])=[CH:26][CH:25]=[CH:24][C:23]=3[Cl:29])=[CH:18][NH:17][N:16]=2)=[O:14])[CH2:8][CH2:7]1)(=[O:4])=[O:5]. The yield is 0.100.